This data is from Full USPTO retrosynthesis dataset with 1.9M reactions from patents (1976-2016). The task is: Predict the reactants needed to synthesize the given product. (1) Given the product [F:4][C:2]([C:5]1[O:9][C:8]([CH2:10][N:11]2[N:15]=[C:14]([NH:16][C:31]([C:26]3[N:27]=[C:28]([CH3:30])[O:29][C:25]=3[C:20]3[CH:21]=[C:22]([F:24])[CH:23]=[C:18]([F:17])[CH:19]=3)=[O:32])[CH:13]=[N:12]2)=[CH:7][CH:6]=1)([F:1])[CH3:3], predict the reactants needed to synthesize it. The reactants are: [F:1][C:2]([C:5]1[O:9][C:8]([CH2:10][N:11]2[N:15]=[C:14]([NH2:16])[CH:13]=[N:12]2)=[CH:7][CH:6]=1)([F:4])[CH3:3].[F:17][C:18]1[CH:19]=[C:20]([C:25]2[O:29][C:28]([CH3:30])=[N:27][C:26]=2[C:31](O)=[O:32])[CH:21]=[C:22]([F:24])[CH:23]=1. (2) The reactants are: CCCCO[C:6]1[CH:7]=[CH:8][C:9]([CH2:12][C:13](NO)=O)=[CH:10][CH:11]=1.[C:17]([O-])(=O)C(C)=C.COCC(O)C.NC(OCC)=O. Given the product [CH3:17][CH:13]=[CH:12][C:9]1[CH:10]=[CH:11][CH:6]=[CH:7][CH:8]=1, predict the reactants needed to synthesize it. (3) The reactants are: C(S[C:4]1[S:5][C:6](=[CH:10][C:11]2[CH:12]=[C:13]3[C:17](=[CH:18][CH:19]=2)[N:16]([CH2:20][C:21]2[CH:26]=[CH:25][C:24]([OH:27])=[CH:23][C:22]=2[C:28]([F:31])([F:30])[F:29])[N:15]=[CH:14]3)[C:7](=[O:9])[N:8]=1)C.[NH:32]1[CH2:37][CH2:36][O:35][CH:34]([CH2:38][OH:39])[CH2:33]1. Given the product [OH:39][CH2:38][C@H:34]1[O:35][CH2:36][CH2:37][N:32]([C:4]2[S:5][C:6](=[CH:10][C:11]3[CH:12]=[C:13]4[C:17](=[CH:18][CH:19]=3)[N:16]([CH2:20][C:21]3[CH:26]=[CH:25][C:24]([OH:27])=[CH:23][C:22]=3[C:28]([F:31])([F:29])[F:30])[N:15]=[CH:14]4)[C:7](=[O:9])[N:8]=2)[CH2:33]1, predict the reactants needed to synthesize it. (4) Given the product [CH2:1]([O:3][C:4]([N:6]1[C:12]2[CH:13]=[C:14]([NH:17][C:19]3[N:24]=[C:23]([NH:25][C:26]4[C:27]([C:28](=[O:29])[NH:30][CH3:31])=[CH:32][CH:33]=[CH:34][C:35]=4[F:36])[C:22]([Cl:37])=[CH:21][N:20]=3)[CH:15]=[CH:16][C:11]=2[O:10][CH2:9][CH2:8][CH2:7]1)=[O:5])[CH3:2], predict the reactants needed to synthesize it. The reactants are: [CH2:1]([O:3][C:4]([N:6]1[C:12]2[CH:13]=[C:14]([NH2:17])[CH:15]=[CH:16][C:11]=2[O:10][CH2:9][CH2:8][CH2:7]1)=[O:5])[CH3:2].Cl[C:19]1[N:24]=[C:23]([NH:25][C:26]2[C:35]([F:36])=[CH:34][CH:33]=[CH:32][C:27]=2[C:28]([NH:30][CH3:31])=[O:29])[C:22]([Cl:37])=[CH:21][N:20]=1.C(O)(C)C.C12(CS(O)(=O)=O)C(C)(C)C(CC1)CC2=O. (5) The reactants are: [C:1]([C:3]1[CH:4]=[C:5]([CH:37]=[C:38]([C:40]([N:42]([CH2:46][CH2:47][CH3:48])[CH2:43][CH2:44][CH3:45])=[O:41])[CH:39]=1)[C:6]([NH:8][C@@H:9]([CH2:30][C:31]1[CH:36]=[CH:35][CH:34]=[CH:33][CH:32]=1)[C@H:10]([OH:29])[CH2:11][N:12]([CH2:20][C:21]1[CH:26]=[CH:25][CH:24]=[C:23]([O:27][CH3:28])[CH:22]=1)C(=O)OC(C)(C)C)=[O:7])#[N:2].[Cl:49]CCl.Cl. Given the product [ClH:49].[CH2:30]([C@H:9]([NH:8][C:6](=[O:7])[C:5]1[CH:4]=[C:3]([C:1]#[N:2])[CH:39]=[C:38]([C:40]([N:42]([CH2:43][CH2:44][CH3:45])[CH2:46][CH2:47][CH3:48])=[O:41])[CH:37]=1)[C@H:10]([OH:29])[CH2:11][NH:12][CH2:20][C:21]1[CH:26]=[CH:25][CH:24]=[C:23]([O:27][CH3:28])[CH:22]=1)[C:31]1[CH:32]=[CH:33][CH:34]=[CH:35][CH:36]=1, predict the reactants needed to synthesize it. (6) Given the product [Cl:1][C:2]1[C:6]([Cl:7])=[C:5]([CH3:8])[NH:4][C:3]=1[C:9]([NH:11][CH:12]1[CH2:17][CH2:16][N:15]([C:18]2[S:19][C:20]([C:31]([OH:33])=[O:32])=[C:21]([C:23]3[N:24]([CH2:28][O:29][CH3:30])[CH:25]=[CH:26][N:27]=3)[N:22]=2)[CH2:14]/[C:13]/1=[N:35]\[O:36][CH3:37])=[O:10], predict the reactants needed to synthesize it. The reactants are: [Cl:1][C:2]1[C:6]([Cl:7])=[C:5]([CH3:8])[NH:4][C:3]=1[C:9]([NH:11][CH:12]1[CH2:17][CH2:16][N:15]([C:18]2[S:19][C:20]([C:31]([O:33]C)=[O:32])=[C:21]([C:23]3[N:24]([CH2:28][O:29][CH3:30])[CH:25]=[CH:26][N:27]=3)[N:22]=2)[CH2:14]/[C:13]/1=[N:35]\[O:36][CH3:37])=[O:10].[Li+].[I-].Cl. (7) Given the product [CH:12]1([NH:1][CH2:2][C:3]2([C:7]([O:9][CH2:10][CH3:11])=[O:8])[CH2:6][CH2:5][CH2:4]2)[CH2:16][CH2:15][CH2:14][CH2:13]1, predict the reactants needed to synthesize it. The reactants are: [NH2:1][CH2:2][C:3]1([C:7]([O:9][CH2:10][CH3:11])=[O:8])[CH2:6][CH2:5][CH2:4]1.[C:12]1(=O)[CH2:16][CH2:15][CH2:14][CH2:13]1.C(O[BH-](OC(=O)C)OC(=O)C)(=O)C.[Na+].C(O)(=O)C. (8) Given the product [Cl:21][C:18]1[CH:19]=[CH:20][C:15]([NH:14][C:4]([C:6]2[CH:11]=[C:10]([Cl:12])[CH:9]=[C:8]([CH3:13])[N:7]=2)=[O:5])=[N:16][CH:17]=1, predict the reactants needed to synthesize it. The reactants are: C(O[C:4]([C:6]1[CH:11]=[C:10]([Cl:12])[CH:9]=[C:8]([CH3:13])[N:7]=1)=[O:5])C.[NH2:14][C:15]1[CH:20]=[CH:19][C:18]([Cl:21])=[CH:17][N:16]=1. (9) Given the product [Cl:1][C:2]1[C:10]2[N:9]=[C:8]3[N:11]([C:15]4[CH:20]=[CH:19][C:18]([Cl:21])=[CH:17][C:16]=4[Cl:22])[CH2:12][CH2:13][CH2:14][N:7]3[C:6]=2[C:5]([CH:23]([O:28][CH:49]2[CH2:50][CH2:51]2)[C:24]([F:25])([F:26])[F:27])=[CH:4][CH:3]=1, predict the reactants needed to synthesize it. The reactants are: [Cl:1][C:2]1[C:10]2[N:9]=[C:8]3[N:11]([C:15]4[CH:20]=[CH:19][C:18]([Cl:21])=[CH:17][C:16]=4[Cl:22])[CH2:12][CH2:13][CH2:14][N:7]3[C:6]=2[C:5]([CH:23]([OH:28])[C:24]([F:27])([F:26])[F:25])=[CH:4][CH:3]=1.C(OC=C)(=O)C.C(=O)([O-])[O-].[Na+].[Na+].C([Zn]CC)C.CCC[CH2:49][CH2:50][CH3:51].ICI.